Predict the reactants needed to synthesize the given product. From a dataset of Full USPTO retrosynthesis dataset with 1.9M reactions from patents (1976-2016). (1) Given the product [C:1]([N:4]1[C:13]2[C:8](=[CH:9][C:10]([N:33]3[CH2:34][CH2:35][N:30]([C:36]([O:38][C:39]([CH3:42])([CH3:41])[CH3:40])=[O:37])[CH2:31][CH2:32]3)=[CH:11][CH:12]=2)[C@H:7]([NH2:15])[C@@H:6]([CH3:26])[C@@H:5]1[CH:27]1[CH2:29][CH2:28]1)(=[O:3])[CH3:2], predict the reactants needed to synthesize it. The reactants are: [C:1]([N:4]1[C:13]2[C:8](=[CH:9][C:10](Br)=[CH:11][CH:12]=2)[C@H:7]([NH:15]C(=O)OCC2C=CC=CC=2)[C@@H:6]([CH3:26])[C@@H:5]1[CH:27]1[CH2:29][CH2:28]1)(=[O:3])[CH3:2].[N:30]1([C:36]([O:38][C:39]([CH3:42])([CH3:41])[CH3:40])=[O:37])[CH2:35][CH2:34][NH:33][CH2:32][CH2:31]1.CN(C1C(C2C(P(C3CCCCC3)C3CCCCC3)=CC=CC=2)=CC=CC=1)C. (2) Given the product [CH3:8][O:7][N:5]([CH3:6])[C:3]([C@@:2]1([CH3:11])[CH2:9][O:10][C:14]([CH3:16])([CH3:15])[O:1]1)=[O:4], predict the reactants needed to synthesize it. The reactants are: [OH:1][C@:2]([CH3:11])([CH2:9][OH:10])[C:3]([N:5]([O:7][CH3:8])[CH3:6])=[O:4].CO[C:14](OC)([CH3:16])[CH3:15].O.CC1C=CC(S(O)(=O)=O)=CC=1. (3) Given the product [CH3:22][C:5]1[S:4][C:3]([C:7]([NH:9][CH2:10][C:11]2[NH:15][N:14]=[C:13]([C:16]3[CH:17]=[CH:18][N:19]=[CH:20][CH:21]=3)[N:12]=2)=[O:8])=[CH:2][CH:6]=1, predict the reactants needed to synthesize it. The reactants are: C[C:2]1[CH:6]=[CH:5][S:4][C:3]=1[C:7]([NH:9][CH2:10][C:11]1[NH:15][N:14]=[C:13]([C:16]2[CH:21]=[CH:20][N:19]=[CH:18][CH:17]=2)[N:12]=1)=[O:8].[CH3:22]C1SC(C(O)=O)=CC=1.CC1C=CSC=1C(O)=O.